Dataset: NCI-60 drug combinations with 297,098 pairs across 59 cell lines. Task: Regression. Given two drug SMILES strings and cell line genomic features, predict the synergy score measuring deviation from expected non-interaction effect. (1) Drug 1: C1CN1P(=S)(N2CC2)N3CC3. Cell line: 786-0. Synergy scores: CSS=11.4, Synergy_ZIP=-4.67, Synergy_Bliss=-0.206, Synergy_Loewe=-8.36, Synergy_HSA=-0.657. Drug 2: C1=NC(=NC(=O)N1C2C(C(C(O2)CO)O)O)N. (2) Drug 1: CC1=C2C(C(=O)C3(C(CC4C(C3C(C(C2(C)C)(CC1OC(=O)C(C(C5=CC=CC=C5)NC(=O)OC(C)(C)C)O)O)OC(=O)C6=CC=CC=C6)(CO4)OC(=O)C)O)C)O. Drug 2: CN1C2=C(C=C(C=C2)N(CCCl)CCCl)N=C1CCCC(=O)O.Cl. Cell line: SN12C. Synergy scores: CSS=3.28, Synergy_ZIP=1.82, Synergy_Bliss=4.37, Synergy_Loewe=-1.21, Synergy_HSA=-1.18. (3) Drug 1: CC12CCC(CC1=CCC3C2CCC4(C3CC=C4C5=CN=CC=C5)C)O. Drug 2: COC1=C2C(=CC3=C1OC=C3)C=CC(=O)O2. Cell line: PC-3. Synergy scores: CSS=1.51, Synergy_ZIP=-1.16, Synergy_Bliss=-4.53, Synergy_Loewe=-6.04, Synergy_HSA=-4.93. (4) Drug 1: CS(=O)(=O)C1=CC(=C(C=C1)C(=O)NC2=CC(=C(C=C2)Cl)C3=CC=CC=N3)Cl. Drug 2: C1=NNC2=C1C(=O)NC=N2. Cell line: NCIH23. Synergy scores: CSS=21.6, Synergy_ZIP=-2.59, Synergy_Bliss=5.73, Synergy_Loewe=4.25, Synergy_HSA=5.54. (5) Drug 1: CC12CCC(CC1=CCC3C2CCC4(C3CC=C4C5=CN=CC=C5)C)O. Drug 2: CC(CN1CC(=O)NC(=O)C1)N2CC(=O)NC(=O)C2. Cell line: MDA-MB-435. Synergy scores: CSS=15.2, Synergy_ZIP=-2.19, Synergy_Bliss=1.04, Synergy_Loewe=-2.98, Synergy_HSA=-0.0236. (6) Drug 1: CC1=CC2C(CCC3(C2CCC3(C(=O)C)OC(=O)C)C)C4(C1=CC(=O)CC4)C. Drug 2: COC1=C2C(=CC3=C1OC=C3)C=CC(=O)O2. Synergy scores: CSS=8.81, Synergy_ZIP=4.52, Synergy_Bliss=7.94, Synergy_Loewe=5.25, Synergy_HSA=6.18. Cell line: MOLT-4. (7) Drug 1: C1=NC2=C(N=C(N=C2N1C3C(C(C(O3)CO)O)O)F)N. Drug 2: C1C(C(OC1N2C=NC3=C2NC=NCC3O)CO)O. Cell line: OVCAR-4. Synergy scores: CSS=1.92, Synergy_ZIP=-0.333, Synergy_Bliss=0.132, Synergy_Loewe=-1.21, Synergy_HSA=-1.28. (8) Drug 1: CC1CCC2CC(C(=CC=CC=CC(CC(C(=O)C(C(C(=CC(C(=O)CC(OC(=O)C3CCCCN3C(=O)C(=O)C1(O2)O)C(C)CC4CCC(C(C4)OC)O)C)C)O)OC)C)C)C)OC. Drug 2: CC1C(C(CC(O1)OC2CC(CC3=C2C(=C4C(=C3O)C(=O)C5=C(C4=O)C(=CC=C5)OC)O)(C(=O)CO)O)N)O.Cl. Cell line: SK-MEL-5. Synergy scores: CSS=47.6, Synergy_ZIP=-3.40, Synergy_Bliss=0.495, Synergy_Loewe=0.963, Synergy_HSA=2.05.